From a dataset of Full USPTO retrosynthesis dataset with 1.9M reactions from patents (1976-2016). Predict the reactants needed to synthesize the given product. (1) Given the product [CH3:28][O:27][C:11]1[CH:10]=[C:7]([CH:6]=[C:5]([O:4][CH3:3])[C:12]=1[O:13][CH2:14][C:15]1[N:16]=[C:17]([C:21]2[CH:26]=[CH:25][CH:24]=[CH:23][CH:22]=2)[O:18][C:19]=1[CH3:20])[CH2:8][OH:9], predict the reactants needed to synthesize it. The reactants are: [BH4-].[Na+].[CH3:3][O:4][C:5]1[CH:6]=[C:7]([CH:10]=[C:11]([O:27][CH3:28])[C:12]=1[O:13][CH2:14][C:15]1[N:16]=[C:17]([C:21]2[CH:26]=[CH:25][CH:24]=[CH:23][CH:22]=2)[O:18][C:19]=1[CH3:20])[CH:8]=[O:9].CO.O. (2) Given the product [OH:19][C:18]([C:2]1[CH:3]=[C:4]([CH:8]=[C:9]([S:11]([F:16])([F:15])([F:14])([F:13])[F:12])[CH:10]=1)[C:5]([OH:7])=[O:6])([CH3:20])[CH3:17], predict the reactants needed to synthesize it. The reactants are: Br[C:2]1[CH:3]=[C:4]([CH:8]=[C:9]([S:11]([F:16])([F:15])([F:14])([F:13])[F:12])[CH:10]=1)[C:5]([OH:7])=[O:6].[CH3:17][C:18]([CH3:20])=[O:19].Cl. (3) Given the product [NH2:24][C:21]1[CH:20]=[CH:19][C:18]([CH2:17][C:5]2[N:6]=[C:7]([N:14]([CH3:16])[CH3:15])[C:8]([CH2:9][C:10]([O:12][CH3:13])=[O:11])=[C:3]([N:2]([CH3:1])[CH3:27])[N:4]=2)=[CH:23][CH:22]=1, predict the reactants needed to synthesize it. The reactants are: [CH3:1][N:2]([CH3:27])[C:3]1[C:8]([CH2:9][C:10]([O:12][CH3:13])=[O:11])=[C:7]([N:14]([CH3:16])[CH3:15])[N:6]=[C:5]([CH2:17][C:18]2[CH:23]=[CH:22][C:21]([N+:24]([O-])=O)=[CH:20][CH:19]=2)[N:4]=1.[H][H]. (4) Given the product [C:37]([O:41][C:42](=[O:43])[N:44]([C@@H:45]([CH3:46])[C:47]([NH:3][C@@H:4]([CH:31]1[CH2:32][CH2:33][O:34][CH2:35][CH2:36]1)[C:5]([N:7]1[C@H:12]([C:13](=[O:14])[NH:15][C@H:16]2[C:25]3[C:20](=[CH:21][CH:22]=[CH:23][CH:24]=3)[O:19][CH2:18][CH2:17]2)[CH2:11][N:10]2[CH2:26][C:27]([F:30])([F:29])[CH2:28][C@@H:9]2[CH2:8]1)=[O:6])=[O:48])[CH3:50])([CH3:40])([CH3:38])[CH3:39], predict the reactants needed to synthesize it. The reactants are: Cl.Cl.[NH2:3][C@@H:4]([CH:31]1[CH2:36][CH2:35][O:34][CH2:33][CH2:32]1)[C:5]([N:7]1[C@H:12]([C:13]([NH:15][C@H:16]2[C:25]3[C:20](=[CH:21][CH:22]=[CH:23][CH:24]=3)[O:19][CH2:18][CH2:17]2)=[O:14])[CH2:11][N:10]2[CH2:26][C:27]([F:30])([F:29])[CH2:28][C@@H:9]2[CH2:8]1)=[O:6].[C:37]([O:41][C:42]([N:44]([CH3:50])[C@H:45]([C:47](O)=[O:48])[CH3:46])=[O:43])([CH3:40])([CH3:39])[CH3:38].F[P-](F)(F)(F)(F)F.N1(OC(N(C)C)=[N+](C)C)C2N=CC=CC=2N=N1.C(N(CC)C(C)C)(C)C. (5) Given the product [N:1]1([C:21]2[CH:22]=[CH:23][C:24]([CH2:27][N:28]3[C:36]4[C:31](=[CH:32][CH:33]=[CH:34][CH:35]=4)[C:30]4([C:48]5[C:39](=[CH:40][C:41]6[O:46][CH2:45][CH2:44][O:43][C:42]=6[CH:47]=5)[O:38][CH2:37]4)[C:29]3=[O:49])=[N:25][CH:26]=2)[CH2:6][CH2:5][O:4][CH2:3][CH2:2]1, predict the reactants needed to synthesize it. The reactants are: [NH:1]1[CH2:6][CH2:5][O:4][CH2:3][CH2:2]1.C(N1CC[C@@H](N)C1)(OC(C)(C)C)=O.Br[C:21]1[CH:22]=[CH:23][C:24]([CH2:27][N:28]2[C:36]3[C:31](=[CH:32][CH:33]=[CH:34][CH:35]=3)[C:30]3([C:48]4[C:39](=[CH:40][C:41]5[O:46][CH2:45][CH2:44][O:43][C:42]=5[CH:47]=4)[O:38][CH2:37]3)[C:29]2=[O:49])=[N:25][CH:26]=1.BrC1C=CC(CN2C3C(=CC=CC=3)C3(C4C=C(F)C(F)=CC=4OC3)C2=O)=CC=1. (6) Given the product [F:1][C:2]1[C:7]([CH:8]2[CH2:9][CH2:10][C:11](=[O:12])[CH2:16][CH2:17]2)=[N:6][CH:5]=[CH:4][N:3]=1, predict the reactants needed to synthesize it. The reactants are: [F:1][C:2]1[C:7]([CH:8]2[CH2:17][CH2:16][C:11]3(OCC[O:12]3)[CH2:10][CH2:9]2)=[N:6][CH:5]=[CH:4][N:3]=1. (7) Given the product [Br:8][C:9]1[CH:10]=[N:11][N:12]2[CH:17]=[CH:16][C:15]([N:18]3[CH2:23][CH2:22][N:21]([C:24]([O:7][CH:4]4[CH2:5][CH2:6][O:1][CH2:2][CH2:3]4)=[O:25])[CH2:20][CH2:19]3)=[N:14][C:13]=12, predict the reactants needed to synthesize it. The reactants are: [O:1]1[CH2:6][CH2:5][CH:4]([OH:7])[CH2:3][CH2:2]1.[Br:8][C:9]1[CH:10]=[N:11][N:12]2[CH:17]=[CH:16][C:15]([N:18]3[CH2:23][CH2:22][N:21]([C:24](O[C@@H]4CCOC4)=[O:25])[CH2:20][CH2:19]3)=[N:14][C:13]=12. (8) Given the product [CH2:17]([NH:25][C:14]([C@H:9]1[CH2:10][CH2:11][CH2:12][CH2:13][N:8]1[C:6]([O:5][C:1]([CH3:2])([CH3:3])[CH3:4])=[O:7])=[O:16])[CH2:18][CH2:19][CH2:20][CH2:21][CH2:22][CH2:23][CH3:24], predict the reactants needed to synthesize it. The reactants are: [C:1]([O:5][C:6]([N:8]1[CH2:13][CH2:12][CH2:11][CH2:10][C@@H:9]1[C:14]([OH:16])=O)=[O:7])([CH3:4])([CH3:3])[CH3:2].[CH2:17]([NH2:25])[CH2:18][CH2:19][CH2:20][CH2:21][CH2:22][CH2:23][CH3:24].C(N(CC)C(C)C)(C)C.C1CN([P+](ON2N=NC3C=CC=CC2=3)(N2CCCC2)N2CCCC2)CC1.F[P-](F)(F)(F)(F)F. (9) The reactants are: [C:1](Cl)(=[O:5])[CH:2]([CH3:4])[CH3:3].C1N=CN(C(N2C=NC=C2)=O)C=1.O/[N:20]=[C:21](\[NH2:31])/[C:22]1[CH:27]=[CH:26][CH:25]=[C:24]([N+:28]([O-:30])=[O:29])[CH:23]=1. Given the product [CH:2]([C:1]1[O:5][N:31]=[C:21]([C:22]2[CH:27]=[CH:26][CH:25]=[C:24]([N+:28]([O-:30])=[O:29])[CH:23]=2)[N:20]=1)([CH3:4])[CH3:3], predict the reactants needed to synthesize it. (10) Given the product [CH3:1][O:2][N:3]=[C:4]1[C:12]2[C:7](=[CH:8][C:9]([CH:21]=[O:22])=[CH:10][CH:11]=2)[CH2:6][CH2:5]1, predict the reactants needed to synthesize it. The reactants are: [CH3:1][O:2][N:3]=[C:4]1[C:12]2[C:7](=[CH:8][C:9](Br)=[CH:10][CH:11]=2)[CH2:6][CH2:5]1.C([Li])CCC.CN(C)[CH:21]=[O:22].